Predict the product of the given reaction. From a dataset of Forward reaction prediction with 1.9M reactions from USPTO patents (1976-2016). (1) Given the reactants Br[C:2]1[CH:7]=[CH:6][C:5]([C:8]2[O:12][N:11]=[C:10]([CH3:13])[C:9]=2[CH:14]([OH:23])[CH2:15][S:16][C:17]2[CH:22]=[CH:21][CH:20]=[CH:19][CH:18]=2)=[CH:4][CH:3]=1.[CH2:24]([O:26][C:27]([C:29]1([C:32]2[CH:37]=[CH:36][C:35](B3OC(C)(C)C(C)(C)O3)=[CH:34][CH:33]=2)[CH2:31][CH2:30]1)=[O:28])[CH3:25], predict the reaction product. The product is: [CH2:24]([O:26][C:27]([C:29]1([C:32]2[CH:37]=[CH:36][C:35]([C:2]3[CH:7]=[CH:6][C:5]([C:8]4[O:12][N:11]=[C:10]([CH3:13])[C:9]=4[CH:14]([OH:23])[CH2:15][S:16][C:17]4[CH:22]=[CH:21][CH:20]=[CH:19][CH:18]=4)=[CH:4][CH:3]=3)=[CH:34][CH:33]=2)[CH2:30][CH2:31]1)=[O:28])[CH3:25]. (2) Given the reactants F[C:2]1[CH:15]=[C:14]([O:16][CH3:17])[CH:13]=[CH:12][C:3]=1[C:4]([N:6]([CH3:11])[CH2:7][CH:8]([CH3:10])[CH3:9])=[O:5].[NH:18]1[CH2:23][CH2:22][CH:21]([CH2:24][OH:25])[CH2:20][CH2:19]1.C(=O)([O-])[O-].[Cs+].[Cs+].CN(C=O)C, predict the reaction product. The product is: [OH:25][CH2:24][CH:21]1[CH2:22][CH2:23][N:18]([C:2]2[CH:15]=[C:14]([O:16][CH3:17])[CH:13]=[CH:12][C:3]=2[C:4]([N:6]([CH3:11])[CH2:7][CH:8]([CH3:10])[CH3:9])=[O:5])[CH2:19][CH2:20]1. (3) Given the reactants [CH:1]1([C:4]2[N:13]=[C:12](N3CCN(C4C=CC=CC=4OC)CC3)[C:11]3[C:6](=[CH:7][C:8]([O:30][CH3:31])=[C:9]([O:28][CH3:29])[CH:10]=3)[N:5]=2)[CH2:3][CH2:2]1.C[O:33]C1C=C(C(OC)=O)C(N)=CC=1OC.C(#N)C(C)C, predict the reaction product. The product is: [CH:1]([C:4]1[N:13]=[C:12]([OH:33])[C:11]2[C:6](=[CH:7][C:8]([O:30][CH3:31])=[C:9]([O:28][CH3:29])[CH:10]=2)[N:5]=1)([CH3:3])[CH3:2]. (4) Given the reactants Br[C:2]1[CH:3]=[CH:4][C:5]([CH2:18][CH3:19])=[C:6]([CH:8]2[C:14](=[O:15])[CH:13]3[CH2:16][CH:10]([CH2:11][CH2:12]3)[C:9]2=[O:17])[CH:7]=1.[CH3:20][C:21]1[N:22]=[CH:23][S:24][CH:25]=1.C1(P(C2C=CC=CC=2)C2C=CC=CC=2)C=CC=CC=1, predict the reaction product. The product is: [CH2:18]([C:5]1[CH:4]=[CH:3][C:2]([C:23]2[S:24][CH:25]=[C:21]([CH3:20])[N:22]=2)=[CH:7][C:6]=1[CH:8]1[C:14](=[O:15])[CH:13]2[CH2:16][CH:10]([CH2:11][CH2:12]2)[C:9]1=[O:17])[CH3:19]. (5) The product is: [F:1][C:2]1[CH:3]=[CH:4][C:5]([C:6]([N:11]2[CH2:14][CH2:13][CH2:12]2)=[O:8])=[CH:9][CH:10]=1. Given the reactants [F:1][C:2]1[CH:10]=[CH:9][C:5]([C:6]([OH:8])=O)=[CH:4][CH:3]=1.[NH:11]1[CH2:14][CH2:13][CH2:12]1, predict the reaction product. (6) Given the reactants [F:1][C:2]1[CH:9]=[CH:8][CH:7]=[C:6]([C:10]([F:13])([F:12])[F:11])[C:3]=1[CH2:4][NH2:5].[NH2:14][C:15](N)=[O:16].Cl, predict the reaction product. The product is: [F:1][C:2]1[CH:9]=[CH:8][CH:7]=[C:6]([C:10]([F:11])([F:12])[F:13])[C:3]=1[CH2:4][NH:5][C:15]([NH2:14])=[O:16].